Dataset: Forward reaction prediction with 1.9M reactions from USPTO patents (1976-2016). Task: Predict the product of the given reaction. (1) Given the reactants Cl[C:2]1C=CC(S(N2C(=O)/C(=C/C3C=C(Cl)C=CC=3OC)/CNC(=O)C2)(=O)=O)=CC=1C(OC)=O.ClC1C=CC(S(N2C(=O)/C(=C/C3C=C(Cl)C=CC=3OC)/CNC(=O)C2)(=O)=O)=CC=1C(O)=O.[Cl:66][C:67]1[CH:68]=[CH:69][C:70]([O:95][CH3:96])=[C:71]([CH:94]=1)[CH2:72][CH:73]1[C:79](=[O:80])[N:78]([C:81]([NH:83][C:84]2[CH:92]=[CH:91][C:87]([C:88]([OH:90])=[O:89])=[CH:86][CH:85]=2)=[O:82])[CH2:77][C:76](=[O:93])[NH:75][CH2:74]1, predict the reaction product. The product is: [Cl:66][C:67]1[CH:68]=[CH:69][C:70]([O:95][CH3:96])=[C:71]([CH:94]=1)[CH2:72][CH:73]1[C:79](=[O:80])[N:78]([C:81]([NH:83][C:84]2[CH:92]=[CH:91][C:87]([C:88]([O:90][CH3:2])=[O:89])=[CH:86][CH:85]=2)=[O:82])[CH2:77][C:76](=[O:93])[NH:75][CH2:74]1. (2) The product is: [CH3:13][O:4][C@:3]1([CH2:2][OH:1])[O:10][C@H:9]([CH2:11][OH:12])[C@@H:7]([OH:8])[C@@H:5]1[OH:6]. Given the reactants [OH:1][CH2:2][C:3]([C@H:5]([C@@H:7]([C@@H:9]([CH2:11][OH:12])[OH:10])[OH:8])[OH:6])=[O:4].[CH3:13]O, predict the reaction product. (3) Given the reactants [CH2:1](Br)[C:2]1[CH:7]=[CH:6][CH:5]=[CH:4][CH:3]=1.N[C@H](C(O)=O)CC1[CH:21]=[C:20]2[C:15](C=CC=[CH:19]2)=CC=1.[CH2:25]([C@@H:32]1[C@@H:40]([OH:41])[C@H:39]([CH3:42])[O:38][C:37](=[O:43])[C@@H:36]([NH:44][C:45]([C:47]2[C:52]([OH:53])=[C:51]([O:54][CH3:55])[CH:50]=[CH:49][N:48]=2)=[O:46])[CH2:35][O:34][C:33]1=[O:56])[C:26]1[CH:31]=[CH:30][CH:29]=[CH:28][CH:27]=1.C([O-])([O-])=[O:58].[K+].[K+], predict the reaction product. The product is: [CH3:15][CH:20]([CH3:19])[C:21]([O:41][C@@H:40]1[C@@H:32]([CH2:25][C:26]2[CH:27]=[CH:28][CH:29]=[CH:30][CH:31]=2)[C:33](=[O:56])[O:34][CH2:35][C@H:36]([NH:44][C:45]([C:47]2[C:52]([O:53][CH2:1][C:2]3[CH:7]=[CH:6][CH:5]=[CH:4][CH:3]=3)=[C:51]([O:54][CH3:55])[CH:50]=[CH:49][N:48]=2)=[O:46])[C:37](=[O:43])[O:38][C@H:39]1[CH3:42])=[O:58].